From a dataset of Forward reaction prediction with 1.9M reactions from USPTO patents (1976-2016). Predict the product of the given reaction. Given the reactants [CH2:1]([N:8]1[CH:16]=[C:15]2[C:10]([CH:11]=[C:12]([C:17]3[CH:18]=[C:19]([CH:27]4[CH2:31][CH2:30][NH:29][CH2:28]4)[N:20]4[C:25]=3[C:24]([NH2:26])=[N:23][CH:22]=[N:21]4)[CH:13]=[CH:14]2)=[N:9]1)[C:2]1[CH:7]=[CH:6][CH:5]=[CH:4][CH:3]=1.[CH3:32][N:33]([CH3:37])[C:34](Cl)=[O:35], predict the reaction product. The product is: [NH2:26][C:24]1[C:25]2=[C:17]([C:12]3[CH:13]=[CH:14][C:15]4[C:10]([CH:11]=3)=[N:9][N:8]([CH2:1][C:2]3[CH:3]=[CH:4][CH:5]=[CH:6][CH:7]=3)[CH:16]=4)[CH:18]=[C:19]([CH:27]3[CH2:31][CH2:30][N:29]([C:34]([N:33]([CH3:37])[CH3:32])=[O:35])[CH2:28]3)[N:20]2[N:21]=[CH:22][N:23]=1.